This data is from Catalyst prediction with 721,799 reactions and 888 catalyst types from USPTO. The task is: Predict which catalyst facilitates the given reaction. (1) Reactant: Cl.[Cl:2][C:3]1[CH:8]=[CH:7][N:6]=[C:5]([N:9]2[CH2:14][CH2:13][NH:12][CH2:11][CH2:10]2)[CH:4]=1.C(N(CC)CC)C.[C:22](Cl)(=[O:27])[C:23]([CH3:26])([CH3:25])[CH3:24]. Product: [Cl:2][C:3]1[CH:8]=[CH:7][N:6]=[C:5]([N:9]2[CH2:10][CH2:11][N:12]([C:22](=[O:27])[C:23]([CH3:26])([CH3:25])[CH3:24])[CH2:13][CH2:14]2)[CH:4]=1. The catalyst class is: 2. (2) Reactant: [NH2:1][C:2]1[N:7]=[C:6](Cl)[C:5]([CH2:9][C:10]([O:12][CH2:13][CH3:14])=[O:11])=[C:4]([Cl:15])[N:3]=1.[Cl:16][C:17]1[C:22]([O:23][CH3:24])=[C:21]([O:25][CH3:26])[C:20]([O:27][CH3:28])=[CH:19][C:18]=1[CH2:29][NH2:30].C(N(CC)CC)C. Product: [Cl:16][C:17]1[C:22]([O:23][CH3:24])=[C:21]([O:25][CH3:26])[C:20]([O:27][CH3:28])=[CH:19][C:18]=1[CH2:29][NH:30][C:6]1[C:5]([CH2:9][C:10]([O:12][CH2:13][CH3:14])=[O:11])=[C:4]([Cl:15])[N:3]=[C:2]([NH2:1])[N:7]=1. The catalyst class is: 14.